Regression. Given a peptide amino acid sequence and an MHC pseudo amino acid sequence, predict their binding affinity value. This is MHC class II binding data. From a dataset of Peptide-MHC class II binding affinity with 134,281 pairs from IEDB. The peptide sequence is LLYKLCLSGEGWPYI. The MHC is DRB1_0101 with pseudo-sequence DRB1_0101. The binding affinity (normalized) is 0.755.